Dataset: Catalyst prediction with 721,799 reactions and 888 catalyst types from USPTO. Task: Predict which catalyst facilitates the given reaction. (1) Reactant: [Cl:1][C:2]1[CH:3]=[CH:4][C:5]([O:17][C:18]2[CH:23]=[C:22]([F:24])[C:21]([S:25](=[O:44])(=[O:43])[N:26]([CH2:32][C:33]3[CH:38]=[CH:37][C:36]([O:39][CH3:40])=[CH:35][C:34]=3[O:41][CH3:42])[C:27]3[S:28][CH:29]=[CH:30][N:31]=3)=[CH:20][C:19]=2[Cl:45])=[C:6]([CH2:8][CH2:9][CH2:10][NH:11][CH2:12][C:13]([O:15]C)=[O:14])[CH:7]=1.O.[OH-].[Li+].O.Cl. Product: [Cl:1][C:2]1[CH:3]=[CH:4][C:5]([O:17][C:18]2[CH:23]=[C:22]([F:24])[C:21]([S:25](=[O:43])(=[O:44])[N:26]([CH2:32][C:33]3[CH:38]=[CH:37][C:36]([O:39][CH3:40])=[CH:35][C:34]=3[O:41][CH3:42])[C:27]3[S:28][CH:29]=[CH:30][N:31]=3)=[CH:20][C:19]=2[Cl:45])=[C:6]([CH2:8][CH2:9][CH2:10][NH:11][CH2:12][C:13]([OH:15])=[O:14])[CH:7]=1. The catalyst class is: 1. (2) Reactant: [CH2:1]=[CH:2][C@@H:3]1[C@@H:8]2[CH2:9][C@@H:10]([C@H:11]([OH:22])[C:12]3[C:21]4[C:16](=[CH:17][CH:18]=[CH:19][CH:20]=4)[N:15]=[CH:14][CH:13]=3)[N:5]([CH2:6][CH2:7]2)[CH2:4]1.[CH:23]1([C:29]([OH:38])([C:33]2[S:34][CH:35]=[CH:36][CH:37]=2)[C:30]([OH:32])=[O:31])[CH2:28][CH2:27][CH2:26][CH2:25][CH2:24]1. Product: [CH:23]1([C@@:29]([OH:38])([C:33]2[S:34][CH:35]=[CH:36][CH:37]=2)[C:30]([OH:32])=[O:31])[CH2:28][CH2:27][CH2:26][CH2:25][CH2:24]1.[CH2:1]=[CH:2][C@@H:3]1[C@@H:8]2[CH2:9][C@@H:10]([C@H:11]([OH:22])[C:12]3[C:21]4[C:16](=[CH:17][CH:18]=[CH:19][CH:20]=4)[N:15]=[CH:14][CH:13]=3)[N:5]([CH2:6][CH2:7]2)[CH2:4]1. The catalyst class is: 11. (3) Reactant: [CH3:1][OH:2].[Cl:3][C:4]1[CH:5]=[CH:6][C:7]([F:13])=[C:8]([CH:12]=1)[C:9](Cl)=[O:10]. Product: [CH3:1][O:2][C:9](=[O:10])[C:8]1[CH:12]=[C:4]([Cl:3])[CH:5]=[CH:6][C:7]=1[F:13]. The catalyst class is: 4.